Predict which catalyst facilitates the given reaction. From a dataset of Catalyst prediction with 721,799 reactions and 888 catalyst types from USPTO. (1) Product: [CH2:1]([N:4]([CH2:16][CH2:17][CH3:18])[CH2:5][CH2:6][C:7]1[CH:12]=[CH:11][CH:10]=[CH:9][C:8]=1[CH2:13][C:14]([OH:20])=[O:24])[CH2:2][CH3:3]. The catalyst class is: 6. Reactant: [CH2:1]([N:4]([CH2:16][CH2:17][CH3:18])[CH2:5][CH2:6][C:7]1[CH:12]=[CH:11][CH:10]=[CH:9][C:8]=1[CH2:13][C:14]#N)[CH2:2][CH3:3].S(=O)(=O)(O)[OH:20].[OH-:24].[Na+]. (2) Reactant: CN(C)C=O.N1C(Cl)=NC(Cl)=NC=1[Cl:8].[Cl:15][C:16]1[C:21]([Cl:22])=[CH:20][C:19]([CH:23](O)[CH3:24])=[C:18]([O:26][CH3:27])[C:17]=1[CH:28]1[CH2:31][N:30]([C:32]([O:34][C:35]([CH3:38])([CH3:37])[CH3:36])=[O:33])[CH2:29]1. Product: [Cl:15][C:16]1[C:21]([Cl:22])=[CH:20][C:19]([CH:23]([Cl:8])[CH3:24])=[C:18]([O:26][CH3:27])[C:17]=1[CH:28]1[CH2:31][N:30]([C:32]([O:34][C:35]([CH3:38])([CH3:37])[CH3:36])=[O:33])[CH2:29]1. The catalyst class is: 34. (3) Reactant: C(=O)([O-])[O-].[Cs+].[Cs+].[I:7][C:8]1[C:16]2[C:11](=[N:12][CH:13]=[C:14]([N+:17]([O-:19])=[O:18])[CH:15]=2)[NH:10][N:9]=1.Cl[CH2:21][C:22]1[CH:27]=[CH:26][C:25]([O:28][CH3:29])=[CH:24][CH:23]=1.O. Product: [I:7][C:8]1[C:16]2[C:11](=[N:12][CH:13]=[C:14]([N+:17]([O-:19])=[O:18])[CH:15]=2)[N:10]([CH2:21][C:22]2[CH:27]=[CH:26][C:25]([O:28][CH3:29])=[CH:24][CH:23]=2)[N:9]=1. The catalyst class is: 3. (4) Reactant: [Cl:1][C:2]1[C:7]([F:8])=[C:6](Cl)[N:5]=[C:4]([CH3:10])[N:3]=1.[OH-].[NH4+:12].CO. Product: [NH2:12][C:6]1[C:7]([F:8])=[C:2]([Cl:1])[N:3]=[C:4]([CH3:10])[N:5]=1. The catalyst class is: 6.